This data is from Ames mutagenicity test results for genotoxicity prediction. The task is: Regression/Classification. Given a drug SMILES string, predict its toxicity properties. Task type varies by dataset: regression for continuous values (e.g., LD50, hERG inhibition percentage) or binary classification for toxic/non-toxic outcomes (e.g., AMES mutagenicity, cardiotoxicity, hepatotoxicity). Dataset: ames. (1) The compound is Nc1cccc(C(F)(F)F)c1. The result is 0 (non-mutagenic). (2) The compound is O=C1NCCN1c1ncc([N+](=O)[O-])s1. The result is 1 (mutagenic). (3) The result is 1 (mutagenic). The drug is Oc1cccc(/C=N/c2snc3ccccc23)c1. (4) The drug is c1ccc2c(c1)ccc1c3ccccc3ccc21. The result is 1 (mutagenic). (5) The drug is O=c1c2ccc(OCC3CO3)cc2sn1CC1CO1. The result is 1 (mutagenic). (6) The molecule is Cc1ccc(C(=O)n2ncc(Cl)c(Cl)c2=O)cc1. The result is 0 (non-mutagenic). (7) The drug is O=Nc1ccc(O)cc1. The result is 1 (mutagenic). (8) The compound is O=C(c1ccc([N+](=O)[O-])cc1)C1OC1c1ccccc1. The result is 1 (mutagenic). (9) The compound is O=NN(CC(=O)O)CC1(O)OCC(O)C(O)C1O. The result is 0 (non-mutagenic). (10) The molecule is CCCCOCC=O. The result is 0 (non-mutagenic).